Dataset: Forward reaction prediction with 1.9M reactions from USPTO patents (1976-2016). Task: Predict the product of the given reaction. (1) Given the reactants [CH3:1][C:2](=[CH:5][CH2:6][C@H:7]1[CH2:11][CH:10]=[C:9]([CH3:12])[C:8]1([CH3:14])[CH3:13])[CH:3]=[O:4].C(O)(=O)C1C=CC=CC=1, predict the reaction product. The product is: [CH3:1][C:2](=[CH:5][CH2:6][C@H:7]1[CH2:11][CH:10]=[C:9]([CH3:12])[C:8]1([CH3:14])[CH3:13])[CH2:3][OH:4]. (2) Given the reactants [O:1]1[CH2:6][CH2:5][N:4]([C:7]2[CH:12]=[CH:11][C:10]([NH:13][C:14](=[O:20])[O:15][C:16]([CH3:19])([CH3:18])[CH3:17])=[CH:9][CH:8]=2)[CH2:3][CH2:2]1.Br[C:22]#[C:23][Si:24]([CH:31]([CH3:33])[CH3:32])([CH:28]([CH3:30])[CH3:29])[CH:25]([CH3:27])[CH3:26].N1C2C(=CC=C3C=2N=CC=C3)C=CC=1.C[Si]([N-][Si](C)(C)C)(C)C.[K+].[Na+].[Cl-].[NH4+].[OH-], predict the reaction product. The product is: [C:16]([O:15][C:14](=[O:20])[N:13]([C:10]1[CH:9]=[CH:8][C:7]([N:4]2[CH2:5][CH2:6][O:1][CH2:2][CH2:3]2)=[CH:12][CH:11]=1)[C:22]#[C:23][Si:24]([CH:25]([CH3:27])[CH3:26])([CH:31]([CH3:33])[CH3:32])[CH:28]([CH3:30])[CH3:29])([CH3:17])([CH3:19])[CH3:18]. (3) Given the reactants [Br:1][CH2:2][CH2:3][CH2:4][CH2:5][CH2:6][OH:7].C1(C)C=CC(S([O-])(=O)=O)=CC=1.[NH+]1C=CC=CC=1.[O:25]1[CH:30]=[CH:29][CH2:28][CH2:27][CH2:26]1, predict the reaction product. The product is: [Br:1][CH2:2][CH2:3][CH2:4][CH2:5][CH2:6][O:7][CH:26]1[CH2:27][CH2:28][CH2:29][CH2:30][O:25]1. (4) Given the reactants C([O:3][P:4]([CH2:9][C:10]1[S:14][C:13]2[CH:15]=[CH:16][C:17]([CH2:19][C:20]3[CH:25]=[CH:24][C:23]([CH2:26][CH3:27])=[CH:22][CH:21]=3)=[CH:18][C:12]=2[CH:11]=1)(=[O:8])[O:5]CC)C.Cl, predict the reaction product. The product is: [CH2:26]([C:23]1[CH:24]=[CH:25][C:20]([CH2:19][C:17]2[CH:16]=[CH:15][C:13]3[S:14][C:10]([CH2:9][P:4](=[O:3])([OH:5])[OH:8])=[CH:11][C:12]=3[CH:18]=2)=[CH:21][CH:22]=1)[CH3:27].